Dataset: Forward reaction prediction with 1.9M reactions from USPTO patents (1976-2016). Task: Predict the product of the given reaction. (1) The product is: [CH2:45]([N:52]([CH2:53][CH2:54][CH2:55][CH3:56])[C:42]([C:3]1[C:2]([Cl:1])=[C:6]([CH3:7])[N:5]([C:8]2[CH:13]=[CH:12][C:11]([C:14](=[O:29])[NH:15][S:16]([C:19]3[CH:20]=[CH:11][C:10]4[C:27](=[CH:12][CH:13]=[CH:8][CH:9]=4)[CH:28]=3)(=[O:17])=[O:18])=[CH:10][C:9]=2[C:30]([N:32]2[CH2:33][CH2:34][C:35]3[C:40](=[CH:39][CH:38]=[CH:37][CH:36]=3)[CH2:41]2)=[O:31])[N:4]=1)=[O:44])[C:46]1[CH:51]=[CH:50][CH:49]=[CH:48][CH:47]=1. Given the reactants [Cl:1][C:2]1[C:3]([C:42]([OH:44])=O)=[N:4][N:5]([C:8]2[CH:13]=[CH:12][C:11]([C:14](=[O:29])[NH:15][S:16]([C:19]3[CH:28]=[CH:27]C4C(=CC=CC=4)[CH:20]=3)(=[O:18])=[O:17])=[CH:10][C:9]=2[C:30]([N:32]2[CH2:41][CH2:40][C:39]3[C:34](=[CH:35][CH:36]=[CH:37][CH:38]=3)[CH2:33]2)=[O:31])[C:6]=1[CH3:7].[CH2:45]([NH:52][CH2:53][CH2:54][CH2:55][CH3:56])[C:46]1[CH:51]=[CH:50][CH:49]=[CH:48][CH:47]=1, predict the reaction product. (2) Given the reactants [CH2:1]([N:8](C)[CH2:9][CH2:10][CH2:11][N:12]1[C:17]2[CH2:18][CH2:19][S:20][CH2:21][C:16]=2[C:15](=[O:22])[NH:14][C:13]1=[O:23])C1C=CC=CC=1.Cl[C:26]([O:28][CH2:29][C:30]([Cl:33])([Cl:32])[Cl:31])=[O:27], predict the reaction product. The product is: [O:23]=[C:13]1[N:12]([CH2:11][CH2:10][CH2:9][N:8]([CH3:1])[C:26](=[O:27])[O:28][CH2:29][C:30]([Cl:33])([Cl:32])[Cl:31])[C:17]2[CH2:18][CH2:19][S:20][CH2:21][C:16]=2[C:15](=[O:22])[NH:14]1. (3) The product is: [NH:1]1[C:9]2[C:4](=[CH:5][CH:6]=[C:7]([CH2:10][CH2:11][C:12](=[O:19])[CH2:13][C:14]([O:16][CH2:17][CH3:18])=[O:15])[CH:8]=2)[CH:3]=[CH:2]1. Given the reactants [NH:1]1[C:9]2[C:4](=[CH:5][CH:6]=[C:7](/[CH:10]=[CH:11]/[C:12](=[O:19])[CH2:13][C:14]([O:16][CH2:17][CH3:18])=[O:15])[CH:8]=2)[CH:3]=[CH:2]1.[H][H], predict the reaction product. (4) The product is: [OH:4][C@H:5]1[CH2:22][CH2:21][C@@:20]2([CH3:23])[C@@H:7]([CH2:8][CH2:9][C@:10]3([CH3:49])[C@@H:19]2[CH2:18][CH2:17][C@H:16]2[C@@:11]3([CH3:48])[CH2:12][CH2:13][C@@:14]3([C:30]([N:32]4[CH2:36][CH2:35][CH2:34][C@H:33]4[C:37]4[NH:38][C:39]([C:42]5[CH:43]=[CH:44][CH:45]=[CH:46][CH:47]=5)=[CH:40][N:41]=4)=[O:31])[CH2:26][CH2:25][C@@H:24]([CH:27]([CH3:28])[CH3:29])[C@@H:15]32)[C:6]1([CH3:51])[CH3:50]. Given the reactants C([O:4][C@H:5]1[CH2:22][CH2:21][C@@:20]2([CH3:23])[C@@H:7]([CH2:8][CH2:9][C@:10]3([CH3:49])[C@@H:19]2[CH2:18][CH2:17][C@H:16]2[C@@:11]3([CH3:48])[CH2:12][CH2:13][C@@:14]3([C:30]([N:32]4[CH2:36][CH2:35][CH2:34][C@H:33]4[C:37]4[NH:38][C:39]([C:42]5[CH:47]=[CH:46][CH:45]=[CH:44][CH:43]=5)=[CH:40][N:41]=4)=[O:31])[CH2:26][CH2:25][C@@H:24]([CH:27]([CH3:29])[CH3:28])[C@@H:15]32)[C:6]1([CH3:51])[CH3:50])(=O)C.C1COCC1.[OH-].[Na+], predict the reaction product. (5) Given the reactants [H-].[Na+].[CH3:3][S:4][CH2:5][C:6]([O:8][CH3:9])=[O:7].[CH:10]([O:12][CH3:13])=[O:11].[C:14]1([CH3:24])[CH:19]=[CH:18][C:17]([S:20]([Cl:23])(=[O:22])=[O:21])=[CH:16][CH:15]=1, predict the reaction product. The product is: [CH3:3][S:4][C:5](=[CH:13][O:12][S:20]([C:17]1[CH:18]=[CH:19][C:14]([CH3:24])=[CH:15][CH:16]=1)(=[O:22])=[O:21])[C:6]([O:8][CH3:9])=[O:7].[Cl:23][CH:6]=[C:5]([S:4][CH3:3])[C:10]([O:12][CH3:13])=[O:11].